This data is from Retrosynthesis with 50K atom-mapped reactions and 10 reaction types from USPTO. The task is: Predict the reactants needed to synthesize the given product. (1) Given the product CN(C)CCOC1CCN(C(=O)OC(C)(C)C)CC1, predict the reactants needed to synthesize it. The reactants are: CN(C)C(=O)COC1CCN(C(=O)OC(C)(C)C)CC1. (2) Given the product COc1cc(C[NH3+])c(Cl)cn1, predict the reactants needed to synthesize it. The reactants are: COc1cc(CNC(=O)OC(C)(C)C)c(Cl)cn1. (3) Given the product CN1CCN(c2ccc(Nc3nc4c(NCC5CCN(C(=O)OC(C)(C)C)C5)cccn4n3)cc2)CC1, predict the reactants needed to synthesize it. The reactants are: CC(C)(C)OC(=O)N1CCC(CNc2cccn3nc(Cl)nc23)C1.CN1CCN(c2ccc(N)cc2)CC1. (4) Given the product C=C1CCC(C(=O)N(c2cc(-c3ccccc3)sc2C(=O)OC)C(C)C)CC1, predict the reactants needed to synthesize it. The reactants are: COC(=O)c1sc(-c2ccccc2)cc1N(C(=O)C1CCC(=O)CC1)C(C)C.[Li]CCCC. (5) The reactants are: CC(=O)NC(CCc1ccc(-c2ccc(Br)cc2F)cc1Cl)(COC(C)=O)COC(C)=O.Cc1ccc(S)cc1. Given the product CC(=O)NC(CCc1ccc(-c2ccc(Sc3ccc(C)cc3)cc2F)cc1Cl)(COC(C)=O)COC(C)=O, predict the reactants needed to synthesize it. (6) Given the product N#Cc1cncc(-c2ccc3nc(Nc4cc(CN5CCCCC5)nc(N[C@H]5CC[C@H](O)CC5)n4)sc3c2)c1, predict the reactants needed to synthesize it. The reactants are: CC1(C)OB(c2cncc(C#N)c2)OC1(C)C.O[C@H]1CC[C@H](Nc2nc(CN3CCCCC3)cc(Nc3nc4ccc(Br)cc4s3)n2)CC1.